Dataset: Caco-2 cell permeability data measuring drug intestinal absorption for ~900 compounds. Task: Regression/Classification. Given a drug SMILES string, predict its absorption, distribution, metabolism, or excretion properties. Task type varies by dataset: regression for continuous measurements (e.g., permeability, clearance, half-life) or binary classification for categorical outcomes (e.g., BBB penetration, CYP inhibition). For this dataset (caco2_wang), we predict Y. (1) The molecule is CC(C)[C@H](NC(=O)CCN(C)C)c1cccc(F)c1N1CCN(C(=O)[C@H](C)Cc2ccc(Cl)cc2)CC1. The Y is -5.00 log Papp (cm/s). (2) The molecule is Cn1cncc1CN1CC(N(CCn2cccc2)S(=O)(=O)c2ccccn2)Cc2cc(C#N)ccc21. The Y is -4.91 log Papp (cm/s). (3) The drug is O=C(Nc1cccc(Br)c1)c1nscc1NCc1ccncc1. The Y is -5.26 log Papp (cm/s). (4) The drug is O=C(Nc1cccc(C(F)(F)F)c1)c1nscc1NCc1ccnc2ccccc12. The Y is -5.57 log Papp (cm/s).